The task is: Regression. Given a peptide amino acid sequence and an MHC pseudo amino acid sequence, predict their binding affinity value. This is MHC class II binding data.. This data is from Peptide-MHC class II binding affinity with 134,281 pairs from IEDB. (1) The peptide sequence is PDNVKPIYIVTPTNA. The MHC is HLA-DPA10301-DPB10402 with pseudo-sequence HLA-DPA10301-DPB10402. The binding affinity (normalized) is 0.132. (2) The peptide sequence is KSIIKARVVWKAIIE. The MHC is DRB4_0101 with pseudo-sequence DRB4_0103. The binding affinity (normalized) is 0.489. (3) The MHC is HLA-DPA10103-DPB10401 with pseudo-sequence HLA-DPA10103-DPB10401. The binding affinity (normalized) is 0.491. The peptide sequence is SEFENDEHIILYLVN. (4) The peptide sequence is AIPKVPPGPNITATY. The MHC is HLA-DQA10501-DQB10301 with pseudo-sequence HLA-DQA10501-DQB10301. The binding affinity (normalized) is 0.182.